This data is from Full USPTO retrosynthesis dataset with 1.9M reactions from patents (1976-2016). The task is: Predict the reactants needed to synthesize the given product. (1) Given the product [C:15]([O:19][C:20](=[O:21])[CH:22]=[CH:13][C:10]1[S:11][CH:12]=[C:8]([C:5]2[CH:4]=[CH:3][C:2]([F:1])=[CH:7][CH:6]=2)[N:9]=1)([CH3:18])([CH3:17])[CH3:16], predict the reactants needed to synthesize it. The reactants are: [F:1][C:2]1[CH:7]=[CH:6][C:5]([C:8]2[N:9]=[C:10]([CH:13]=O)[S:11][CH:12]=2)=[CH:4][CH:3]=1.[C:15]([O:19][C:20]([CH:22]=P(C1C=CC=CC=1)(C1C=CC=CC=1)C1C=CC=CC=1)=[O:21])([CH3:18])([CH3:17])[CH3:16]. (2) Given the product [CH2:17]([O:16][C:14](=[O:15])[NH:13][CH2:12][CH2:11][CH2:10][CH2:9][C@H:8]([NH2:7])[C:24](=[O:25])[C:26]1[S:27][CH:28]=[CH:29][N:30]=1)[C:18]1[CH:19]=[CH:20][CH:21]=[CH:22][CH:23]=1, predict the reactants needed to synthesize it. The reactants are: C(OC(=O)[NH:7][C@H:8]([C:24]([C:26]1[S:27][CH:28]=[CH:29][N:30]=1)=[O:25])[CH2:9][CH2:10][CH2:11][CH2:12][NH:13][C:14]([O:16][CH2:17][C:18]1[CH:23]=[CH:22][CH:21]=[CH:20][CH:19]=1)=[O:15])(C)(C)C.Cl.CC(=O)OCC. (3) Given the product [F:21][C:22]1[CH:23]=[CH:24][C:25]([C:28](=[N:31][OH:32])[CH:29]([CH3:30])[C:34](=[O:36])[C:33]([O:40][CH2:41][CH3:42])=[O:39])=[CH:26][CH:27]=1, predict the reactants needed to synthesize it. The reactants are: C(NC(C)C)(C)C.C([Li])CCC.[Li+].CC([N-]C(C)C)C.[F:21][C:22]1[CH:27]=[CH:26][C:25]([C:28](=[N:31][OH:32])[CH2:29][CH3:30])=[CH:24][CH:23]=1.[C:33]([O:40][CH2:41][CH3:42])(=[O:39])[C:34]([O:36]CC)=O. (4) Given the product [CH2:1]([O:3][C:4]([N:6]1[C:10]2[S:11][C:12]([C:14](=[O:15])[NH:42][C:33]([CH3:35])([C:36]3[CH:41]=[CH:40][CH:39]=[CH:38][CH:37]=3)[CH3:34])=[CH:13][C:9]=2[C:8]([NH:17][C:18](=[O:28])[C:19]2[CH:24]=[CH:23][CH:22]=[CH:21][C:20]=2[N+:25]([O-:27])=[O:26])=[N:7]1)=[O:5])[CH3:2], predict the reactants needed to synthesize it. The reactants are: [CH2:1]([O:3][C:4]([N:6]1[C:10]2[S:11][C:12]([C:14](O)=[O:15])=[CH:13][C:9]=2[C:8]([NH:17][C:18](=[O:28])[C:19]2[CH:24]=[CH:23][CH:22]=[CH:21][C:20]=2[N+:25]([O-:27])=[O:26])=[N:7]1)=[O:5])[CH3:2].O=S(Cl)Cl.[C:33]([NH2:42])([C:36]1[CH:41]=[CH:40][CH:39]=[CH:38][CH:37]=1)([CH3:35])[CH3:34].CCN(C(C)C)C(C)C. (5) Given the product [CH2:1]([O:8][N:9]([CH2:27][CH2:22][CH2:23][CH2:24][C:25]#[N:26])[C:10](=[O:16])[O:11][C:12]([CH3:13])([CH3:15])[CH3:14])[C:2]1[CH:7]=[CH:6][CH:5]=[CH:4][CH:3]=1, predict the reactants needed to synthesize it. The reactants are: [CH2:1]([O:8][NH:9][C:10](=[O:16])[O:11][C:12]([CH3:15])([CH3:14])[CH3:13])[C:2]1[CH:7]=[CH:6][CH:5]=[CH:4][CH:3]=1.[I-].[Na+].[H-].[Na+].Cl[CH:22]([CH3:27])[CH2:23][CH2:24][C:25]#[N:26]. (6) Given the product [CH2:38]([O:21][C:16]1[CH:17]=[C:18]2[C:13](=[CH:14][CH:15]=1)[C:12]([O:22][C:23]1[CH:28]=[CH:27][C:26]([O:29][CH2:30][CH2:31][N:32]3[CH2:37][CH2:36][CH2:35][CH2:34][CH2:33]3)=[CH:25][CH:24]=1)=[C:11]([C:8]1[CH2:9][CH2:10][CH:5]([S:2]([CH3:1])(=[O:4])=[O:3])[CH2:6][CH:7]=1)[CH:20]=[CH:19]2)[C:39]1[CH:44]=[CH:43][CH:42]=[CH:41][CH:40]=1, predict the reactants needed to synthesize it. The reactants are: [CH3:1][S:2]([CH:5]1[CH2:10][CH2:9][C:8]([C:11]2[C:12]([O:22][C:23]3[CH:28]=[CH:27][C:26]([O:29][CH2:30][CH2:31][N:32]4[CH2:37][CH2:36][CH2:35][CH2:34][CH2:33]4)=[CH:25][CH:24]=3)=[C:13]3[C:18](=[CH:19][CH:20]=2)[CH:17]=[C:16]([OH:21])[CH:15]=[CH:14]3)=[CH:7][CH2:6]1)(=[O:4])=[O:3].[CH2:38](O)[C:39]1[CH:44]=[CH:43][CH:42]=[CH:41][CH:40]=1.C1(P(C2C=CC=CC=2)C2C=CC=CC=2)C=CC=CC=1.N(C(OC(C)C)=O)=NC(OC(C)C)=O.